Dataset: Forward reaction prediction with 1.9M reactions from USPTO patents (1976-2016). Task: Predict the product of the given reaction. (1) Given the reactants [S:1]1[CH:5]=[CH:4][CH:3]=[C:2]1[C:6]1[S:7][CH:8]=[CH:9][CH:10]=1.[Br:11][C:12]1[CH:13]=[CH:14][C:15]([Cl:20])=[C:16]([CH:19]=1)[CH:17]=O, predict the reaction product. The product is: [Br:11][C:12]1[CH:13]=[CH:14][C:15]([Cl:20])=[C:16]([CH2:17][C:5]2[S:1][C:2]([C:6]3[S:7][CH:8]=[CH:9][CH:10]=3)=[CH:3][CH:4]=2)[CH:19]=1. (2) Given the reactants [CH3:1][C:2]([NH2:6])([CH3:5])[CH2:3][CH3:4].Cl[C:8](OC1C=CC([N+]([O-])=O)=CC=1)=[O:9].Br.[CH3:21][O:22][CH2:23][CH2:24][N:25]1[C:29]([CH3:30])=[C:28]([CH3:31])[S:27][C:26]1=[NH:32], predict the reaction product. The product is: [CH3:1][C:2]([NH:6][C:8](/[N:32]=[C:26]1\[S:27][C:28]([CH3:31])=[C:29]([CH3:30])[N:25]\1[CH2:24][CH2:23][O:22][CH3:21])=[O:9])([CH3:5])[CH2:3][CH3:4].